This data is from Forward reaction prediction with 1.9M reactions from USPTO patents (1976-2016). The task is: Predict the product of the given reaction. Given the reactants [OH-].[K+].[Si]([O:10][C:11]1[CH:16]=[CH:15][C:14]([N:17]([C:34]([C:36]2[C:44]3[C:39](=[CH:40][CH:41]=[CH:42][CH:43]=3)[N:38]([C:45]3[C:53]([C:54]([N:56]4[C@H:65]([CH2:66][N:67]5[CH2:72][CH2:71][N:70]([CH3:73])[CH2:69][CH2:68]5)[CH2:64][C:63]5[C:58](=[CH:59][CH:60]=[CH:61][CH:62]=5)[CH2:57]4)=[O:55])=[CH:52][C:48]4[O:49][CH2:50][O:51][C:47]=4[CH:46]=3)[CH:37]=2)=[O:35])[C:18]2[CH:19]=[C:20]3[C:24](=[CH:25][CH:26]=2)[N:23](C(OC(C)(C)C)=O)[CH:22]=[CH:21]3)=[CH:13][CH:12]=1)(C(C)(C)C)(C)C, predict the reaction product. The product is: [OH:10][C:11]1[CH:12]=[CH:13][C:14]([N:17]([C:18]2[CH:19]=[C:20]3[C:24](=[CH:25][CH:26]=2)[NH:23][CH:22]=[CH:21]3)[C:34]([C:36]2[C:44]3[C:39](=[CH:40][CH:41]=[CH:42][CH:43]=3)[N:38]([C:45]3[C:53]([C:54]([N:56]4[C@H:65]([CH2:66][N:67]5[CH2:68][CH2:69][N:70]([CH3:73])[CH2:71][CH2:72]5)[CH2:64][C:63]5[C:58](=[CH:59][CH:60]=[CH:61][CH:62]=5)[CH2:57]4)=[O:55])=[CH:52][C:48]4[O:49][CH2:50][O:51][C:47]=4[CH:46]=3)[CH:37]=2)=[O:35])=[CH:15][CH:16]=1.